From a dataset of Full USPTO retrosynthesis dataset with 1.9M reactions from patents (1976-2016). Predict the reactants needed to synthesize the given product. (1) Given the product [ClH:74].[ClH:74].[ClH:74].[N:48]1[CH:53]=[CH:52][CH:51]=[C:50]([CH2:54][CH2:55][N:56]([CH2:61][C:62]2[CH:63]=[CH:64][N:65]=[CH:66][CH:67]=2)[CH2:57][CH2:58][CH2:59][O:36][C:37]2[CH:38]=[C:39]3[C:44](=[CH:45][CH:46]=2)[C:43](=[O:47])[NH:42][CH:41]=[CH:40]3)[CH:49]=1, predict the reactants needed to synthesize it. The reactants are: C1(P(C2C=CC=CC=2)C2C=CC=CC=2)C=CC=CC=1.N(C(OC(C)(C)C)=O)=NC(OC(C)(C)C)=O.[OH:36][C:37]1[CH:38]=[C:39]2[C:44](=[CH:45][CH:46]=1)[C:43](=[O:47])[NH:42][CH:41]=[CH:40]2.[N:48]1[CH:53]=[CH:52][CH:51]=[C:50]([CH2:54][CH2:55][N:56]([CH2:61][C:62]2[CH:67]=[CH:66][N:65]=[CH:64][CH:63]=2)[CH2:57][CH2:58][CH2:59]O)[CH:49]=1.C(OC(=O)C)C.[ClH:74]. (2) The reactants are: C[O:2][C:3]([C:5]1[CH:13]=[C:12]2[C:8]([C:9]([CH:43]3[CH2:48][CH2:47][CH2:46][CH2:45][CH2:44]3)=[C:10]([C:18]3[CH:19]=[C:20]4[C:25](=[CH:26][CH:27]=3)[N:24]=[C:23](C3C=C(OC)C=CC=3C3C=CC(Cl)=CC=3)[CH:22]=[CH:21]4)[N:11]2[CH2:14][C:15]([OH:17])=O)=[CH:7][CH:6]=1)=[O:4].COC(C1C=C2C(C(C3CCCCC3)=C(C3C=C4C(=CC=3)N=C([C:81]3[CH:86]=[C:85]([O:87][CH3:88])[CH:84]=[CH:83][C:82]=3[C:89]3[CH:94]=[CH:93][C:92]([Cl:95])=[CH:91][CH:90]=3)C=C4)N2CC(N2CCOCC2)=O)=CC=1)=O.[NH:102]1[CH2:107][CH2:106]O[CH2:104][CH2:103]1. Given the product [N:102]1([CH:21]2[CH2:20][CH2:25][N:24]([C:15]([CH2:14][N:11]3[C:12]4[C:8](=[CH:7][CH:6]=[C:5]([C:3]([OH:2])=[O:4])[CH:13]=4)[C:9]([CH:43]4[CH2:44][CH2:45][CH2:46][CH2:47][CH2:48]4)=[C:10]3[C:18]3[CH:19]=[C:20]4[C:25](=[CH:26][CH:27]=3)[N:24]=[C:23]([C:83]3[C:82]([C:89]5[CH:94]=[CH:93][C:92]([Cl:95])=[CH:91][CH:90]=5)=[CH:81][CH:86]=[C:85]([O:87][CH3:88])[CH:84]=3)[CH:22]=[CH:21]4)=[O:17])[CH2:23][CH2:22]2)[CH2:107][CH2:106][CH2:104][CH2:103]1, predict the reactants needed to synthesize it. (3) Given the product [CH2:1]([O:3][C:4](=[O:20])[NH:5][C:6]1[CH:11]=[C:10]([C:12]([F:15])([F:14])[F:13])[N:9]=[C:8]([NH:28][CH2:21][C:22]2[CH:27]=[CH:26][CH:25]=[CH:24][CH:23]=2)[C:7]=1[N+:17]([O-:19])=[O:18])[CH3:2], predict the reactants needed to synthesize it. The reactants are: [CH2:1]([O:3][C:4](=[O:20])[NH:5][C:6]1[CH:11]=[C:10]([C:12]([F:15])([F:14])[F:13])[N:9]=[C:8](Cl)[C:7]=1[N+:17]([O-:19])=[O:18])[CH3:2].[CH2:21]([NH2:28])[C:22]1[CH:27]=[CH:26][CH:25]=[CH:24][CH:23]=1.C(N(CC)CC)C. (4) The reactants are: Cl[C:2]1[N:3]=[C:4]([N:16]2[CH2:21][CH2:20][O:19][CH2:18][CH2:17]2)[C:5]2[CH:10]=[C:9]([C:11]([O:14][CH3:15])([CH3:13])[CH3:12])[S:8][C:6]=2[N:7]=1.[CH3:22][N:23]([C:31]1[N:36]=[CH:35][C:34](B2OC(C)(C)C(C)(C)O2)=[CH:33][N:32]=1)C(=O)OC(C)(C)C. Given the product [CH3:15][O:14][C:11]([C:9]1[S:8][C:6]2[N:7]=[C:2]([C:34]3[CH:33]=[N:32][C:31]([NH:23][CH3:22])=[N:36][CH:35]=3)[N:3]=[C:4]([N:16]3[CH2:21][CH2:20][O:19][CH2:18][CH2:17]3)[C:5]=2[CH:10]=1)([CH3:13])[CH3:12], predict the reactants needed to synthesize it. (5) Given the product [C:1]([O:5][C:6](=[O:7])[NH:8][CH:9]1[C:27](=[O:28])[N:26]2[CH:22]([CH2:23][CH:24]([O:29][Si:30]([C:33]([CH3:35])([CH3:36])[CH3:34])([CH3:31])[CH3:32])[CH2:25]2)[C:21](=[O:37])[NH:20][C:19]2([C:38]([NH:59][S:56]([CH:53]3[CH2:55][CH2:54]3)(=[O:58])=[O:57])=[O:40])[CH:17]([CH2:18]2)[CH:16]=[CH:15][CH2:14][CH2:13][CH2:12][CH2:11][CH2:10]1)([CH3:3])([CH3:4])[CH3:2], predict the reactants needed to synthesize it. The reactants are: [C:1]([O:5][C:6]([NH:8][CH:9]1[C:27](=[O:28])[N:26]2[CH:22]([CH2:23][CH:24]([O:29][Si:30]([C:33]([CH3:36])([CH3:35])[CH3:34])([CH3:32])[CH3:31])[CH2:25]2)[C:21](=[O:37])[NH:20][C:19]2([C:38]([OH:40])=O)[CH:17]([CH2:18]2)[CH:16]=[CH:15][CH2:14][CH2:13][CH2:12][CH2:11][CH2:10]1)=[O:7])([CH3:4])([CH3:3])[CH3:2].C1N=CN(C(N2C=NC=C2)=O)C=1.[CH:53]1([S:56]([NH2:59])(=[O:58])=[O:57])[CH2:55][CH2:54]1.C1CCN2C(=NCCC2)CC1. (6) Given the product [C:20]([CH:31]1[CH2:32][CH2:33][CH2:34][CH2:35][C:30]1=[O:10])(=[O:27])[C:21]1[CH:26]=[CH:25][CH:24]=[CH:23][CH:22]=1, predict the reactants needed to synthesize it. The reactants are: C1(N2CC[O:10]CC2)CCCCC=1.C(N(CC)CC)C.[C:20](Cl)(=[O:27])[C:21]1[CH:26]=[CH:25][CH:24]=[CH:23][CH:22]=1.Cl.[C:30]1(C)[CH:35]=[CH:34][CH:33]=[CH:32][CH:31]=1. (7) Given the product [CH:1]1([CH2:5][C@H:6]([C:21]2[CH:26]=[CH:25][C:24]([S:27][CH3:28])=[C:23]([CH3:29])[CH:22]=2)[C:7]([OH:8])=[O:31])[CH2:2][CH2:3][CH2:4]1, predict the reactants needed to synthesize it. The reactants are: [CH:1]1([CH2:5][C@H:6]([C:21]2[CH:26]=[CH:25][C:24]([S:27][CH3:28])=[C:23]([CH3:29])[CH:22]=2)[C:7](N([C@H](C)[C@H](O)C2C=CC=CC=2)C)=[O:8])[CH2:4][CH2:3][CH2:2]1.S(=O)(=O)(O)[OH:31].